From a dataset of Full USPTO retrosynthesis dataset with 1.9M reactions from patents (1976-2016). Predict the reactants needed to synthesize the given product. (1) Given the product [CH2:1]([O:3][C:4](=[O:14])[CH2:5][CH2:6][N:7]([C:16]([O:18][CH2:19][C:20]1[CH:25]=[CH:24][CH:23]=[CH:22][CH:21]=1)=[O:17])[CH2:8][C:9]([O:11][CH2:12][CH3:13])=[O:10])[CH3:2], predict the reactants needed to synthesize it. The reactants are: [CH2:1]([O:3][C:4](=[O:14])[CH2:5][CH2:6][NH:7][CH2:8][C:9]([O:11][CH2:12][CH3:13])=[O:10])[CH3:2].Cl[C:16]([O:18][CH2:19][C:20]1[CH:25]=[CH:24][CH:23]=[CH:22][CH:21]=1)=[O:17].O. (2) The reactants are: [NH2:1][C:2]1[CH:3]=[C:4]2[C:8](=[CH:9][CH:10]=1)[N:7]([CH2:11][C:12]1[CH:17]=[CH:16][CH:15]=[CH:14][CH:13]=1)[CH:6]=[C:5]2[C:18]([OH:28])([C:24]([F:27])([F:26])[F:25])[C:19]([O:21][CH2:22][CH3:23])=[O:20].[C:29]1([CH3:39])[CH:34]=[CH:33][C:32]([S:35](Cl)(=[O:37])=[O:36])=[CH:31][CH:30]=1. Given the product [CH2:11]([N:7]1[C:8]2[C:4](=[CH:3][C:2]([NH:1][S:35]([C:32]3[CH:33]=[CH:34][C:29]([CH3:39])=[CH:30][CH:31]=3)(=[O:37])=[O:36])=[CH:10][CH:9]=2)[C:5]([C:18]([OH:28])([C:24]([F:27])([F:25])[F:26])[C:19]([O:21][CH2:22][CH3:23])=[O:20])=[CH:6]1)[C:12]1[CH:13]=[CH:14][CH:15]=[CH:16][CH:17]=1, predict the reactants needed to synthesize it. (3) Given the product [CH3:18][N:9]1[C:10]2[C:6](=[CH:5][CH:4]=[C:3]([C:2]([F:1])([F:16])[F:17])[CH:11]=2)[C:7]([C:12]([O:14][CH3:15])=[O:13])=[N:8]1, predict the reactants needed to synthesize it. The reactants are: [F:1][C:2]([F:17])([F:16])[C:3]1[CH:11]=[C:10]2[C:6]([C:7]([C:12]([O:14][CH3:15])=[O:13])=[N:8][NH:9]2)=[CH:5][CH:4]=1.[C:18](=O)([O-])[O-].[K+].[K+].IC. (4) Given the product [CH2:1]([O:4][C:5](=[O:9])[CH:6]([C:7]#[N:8])[C:13](=[S:14])[NH:12][CH2:10][CH3:11])[CH2:2][CH3:3], predict the reactants needed to synthesize it. The reactants are: [CH2:1]([O:4][C:5](=[O:9])[CH2:6][C:7]#[N:8])[CH2:2][CH3:3].[CH2:10]([N:12]=[C:13]=[S:14])[CH3:11]. (5) Given the product [CH3:24][C:16]1[CH:17]=[C:18]([N+:21]([O-:23])=[O:22])[CH:19]=[CH:20][C:15]=1[N:4]1[CH2:5][CH2:6][N:1]([C:7]([O:9][C:10]([CH3:13])([CH3:12])[CH3:11])=[O:8])[CH2:2][CH2:3]1, predict the reactants needed to synthesize it. The reactants are: [N:1]1([C:7]([O:9][C:10]([CH3:13])([CH3:12])[CH3:11])=[O:8])[CH2:6][CH2:5][NH:4][CH2:3][CH2:2]1.F[C:15]1[CH:20]=[CH:19][C:18]([N+:21]([O-:23])=[O:22])=[CH:17][C:16]=1[CH3:24].C(N(CC)C(C)C)(C)C.